This data is from Catalyst prediction with 721,799 reactions and 888 catalyst types from USPTO. The task is: Predict which catalyst facilitates the given reaction. (1) Reactant: Br[C:2]1[CH:3]=[N:4][CH:5]=[CH:6][CH:7]=1.C([Mg]Cl)(C)C.[Sn:13](Cl)([CH3:16])([CH3:15])[CH3:14].N#N. Product: [CH3:14][Sn:13]([CH3:16])([CH3:15])[C:2]1[CH:3]=[N:4][CH:5]=[CH:6][CH:7]=1. The catalyst class is: 1. (2) Reactant: Br[C:2]1[CH:3]=[C:4]([O:8][CH3:9])[CH:5]=[CH:6][CH:7]=1.C([Li])CCC.[O:15]1[C:19]2([CH2:24][CH2:23][C:22](=[O:25])[CH2:21][CH2:20]2)[O:18][CH2:17][CH2:16]1. Product: [CH3:9][O:8][C:4]1[CH:3]=[C:2]([C:22]2([OH:25])[CH2:23][CH2:24][C:19]3([O:18][CH2:17][CH2:16][O:15]3)[CH2:20][CH2:21]2)[CH:7]=[CH:6][CH:5]=1. The catalyst class is: 1. (3) Product: [CH3:1][C:2]1[CH:10]=[C:9]([CH3:11])[C:8]2[N:7]([S:12]([C:15]3[CH:21]=[CH:20][C:18]([CH3:19])=[CH:17][CH:16]=3)(=[O:14])=[O:13])[CH:6]=[CH:5][C:4]=2[C:3]=1[NH2:22]. Reactant: [CH3:1][C:2]1[C:3]([N+:22]([O-])=O)=[C:4]2[C:8](=[C:9]([CH3:11])[CH:10]=1)[N:7]([S:12]([C:15]1[CH:21]=[CH:20][C:18]([CH3:19])=[CH:17][CH:16]=1)(=[O:14])=[O:13])[CH:6]=[CH:5]2.CCOC(C)=O.CC(O)=O. The catalyst class is: 284. (4) Reactant: Br[C:2]1[CH:3]=[C:4]([C:8]2[C:13]3[S:14][C:15]4[C:20]([C:21]5[CH:26]=[CH:25][CH:24]=[CH:23][CH:22]=5)=[CH:19][CH:18]=[CH:17][C:16]=4[C:12]=3[CH:11]=[CH:10][CH:9]=2)[CH:5]=[CH:6][CH:7]=1.C([Li])CCC.[B:32](OC)([O:35]C)[O:33]C.Cl. Product: [C:21]1([C:20]2[C:15]3[S:14][C:13]4[C:8]([C:4]5[CH:3]=[C:2]([B:32]([OH:35])[OH:33])[CH:7]=[CH:6][CH:5]=5)=[CH:9][CH:10]=[CH:11][C:12]=4[C:16]=3[CH:17]=[CH:18][CH:19]=2)[CH:22]=[CH:23][CH:24]=[CH:25][CH:26]=1. The catalyst class is: 392. (5) Reactant: [NH2:1][C:2]1[O:6][CH:5]([C:7]2[CH:12]=[CH:11][C:10](F)=[CH:9][CH:8]=2)[C:4](=[O:14])[C:3]=1[OH:15].C(N(CC)CC)C.[Cl:23][Si](C)(C)C.[C:28](Cl)(=[O:35])[C:29]1[CH:34]=[CH:33][CH:32]=[CH:31][CH:30]=1.[F-].C([N+](CCCC)(CCCC)CCCC)CCC.S([O-])([O-])(=O)=O.[NH4+].[NH4+]. Product: [OH:15][C:3]1[C:4]([OH:14])=[C:5]([C:7]2[CH:12]=[CH:11][C:10]([Cl:23])=[CH:9][CH:8]=2)[O:6][C:2]=1[NH:1][C:28](=[O:35])[C:29]1[CH:34]=[CH:33][CH:32]=[CH:31][CH:30]=1. The catalyst class is: 1.